Dataset: Catalyst prediction with 721,799 reactions and 888 catalyst types from USPTO. Task: Predict which catalyst facilitates the given reaction. (1) Product: [CH2:16]([O:18][C:19]([CH:21]1[CH2:26][CH2:25][N:24]([CH2:13][C:10]2[S:9][C:8]([NH:7][C:6]([O:5][C:1]([CH3:4])([CH3:3])[CH3:2])=[O:15])=[N:12][CH:11]=2)[CH2:23][CH2:22]1)=[O:20])[CH3:17]. Reactant: [C:1]([O:5][C:6](=[O:15])[NH:7][C:8]1[S:9][C:10]([CH:13]=O)=[CH:11][N:12]=1)([CH3:4])([CH3:3])[CH3:2].[CH2:16]([O:18][C:19]([CH:21]1[CH2:26][CH2:25][NH:24][CH2:23][CH2:22]1)=[O:20])[CH3:17].C([BH3-])#N.[Na+]. The catalyst class is: 130. (2) Reactant: [CH2:1]([O:8][C:9]1([C:12]2[CH:17]=[CH:16][C:15]([C:18]#[C:19][C:20]3[CH:30]=[CH:29][C:23]([C:24]([O:26]CC)=[O:25])=[CH:22][CH:21]=3)=[CH:14][C:13]=2[CH3:31])[CH2:11][CH2:10]1)[C:2]1[CH:7]=[CH:6][CH:5]=[CH:4][CH:3]=1.[OH-].[Na+]. Product: [CH2:1]([O:8][C:9]1([C:12]2[CH:17]=[CH:16][C:15]([C:18]#[C:19][C:20]3[CH:21]=[CH:22][C:23]([C:24]([OH:26])=[O:25])=[CH:29][CH:30]=3)=[CH:14][C:13]=2[CH3:31])[CH2:11][CH2:10]1)[C:2]1[CH:7]=[CH:6][CH:5]=[CH:4][CH:3]=1. The catalyst class is: 199. (3) Reactant: C([O:3][CH2:4][CH2:5][O:6][NH:7][C:8]([C:10]1[O:18][C:17]2[CH:16]=[CH:15][N:14]=[CH:13][C:12]=2[C:11]=1[NH:19][C:20]1[CH:25]=[CH:24][C:23]([I:26])=[CH:22][C:21]=1[F:27])=[O:9])=C.Cl.C(=O)(O)[O-].[Na+]. Product: [OH:3][CH2:4][CH2:5][O:6][NH:7][C:8]([C:10]1[O:18][C:17]2[CH:16]=[CH:15][N:14]=[CH:13][C:12]=2[C:11]=1[NH:19][C:20]1[CH:25]=[CH:24][C:23]([I:26])=[CH:22][C:21]=1[F:27])=[O:9]. The catalyst class is: 645. (4) Reactant: [CH:1]([C:4]1[N:5]=[C:6]([C:9]2[CH:18]=[C:17]([O:19][CH:20]3[CH2:37][CH:36]4[CH:22]([C:23](=[O:43])[N:24]([CH3:42])[CH2:25][CH2:26][CH2:27][CH2:28][CH:29]=[CH:30][CH:31]5[C:33]([C:39](O)=[O:40])([NH:34][C:35]4=[O:38])[CH2:32]5)[CH2:21]3)[C:16]3[C:11](=[C:12]([CH3:46])[C:13]([O:44][CH3:45])=[CH:14][CH:15]=3)[N:10]=2)[S:7][CH:8]=1)([CH3:3])[CH3:2].C(N1C=CN=C1)(N1C=CN=C1)=O.[CH:59]1([S:62]([NH2:65])(=[O:64])=[O:63])[CH2:61][CH2:60]1.C1CCN2C(=NCCC2)CC1. Product: [CH:1]([C:4]1[N:5]=[C:6]([C:9]2[CH:18]=[C:17]([O:19][CH:20]3[CH2:37][CH:36]4[CH:22]([C:23](=[O:43])[N:24]([CH3:42])[CH2:25][CH2:26][CH2:27][CH2:28][CH:29]=[CH:30][CH:31]5[C:33]([C:39]([NH:65][S:62]([CH:59]6[CH2:61][CH2:60]6)(=[O:64])=[O:63])=[O:40])([NH:34][C:35]4=[O:38])[CH2:32]5)[CH2:21]3)[C:16]3[C:11](=[C:12]([CH3:46])[C:13]([O:44][CH3:45])=[CH:14][CH:15]=3)[N:10]=2)[S:7][CH:8]=1)([CH3:2])[CH3:3]. The catalyst class is: 1. (5) Reactant: [Cl:1][C:2]1[CH:7]=[CH:6][CH:5]=[C:4]([OH:8])[C:3]=1B(O)O.C([O-])([O-])=O.[Na+].[Na+].C1(C)C=CC=CC=1.[Br:25][C:26]1[CH:31]=[CH:30][C:29]([CH3:32])=[C:28](I)[CH:27]=1. Product: [Br:25][C:26]1[CH:27]=[CH:28][C:29]([CH3:32])=[C:30]([C:3]2[C:4]([OH:8])=[CH:5][CH:6]=[CH:7][C:2]=2[Cl:1])[CH:31]=1. The catalyst class is: 5. (6) The catalyst class is: 4. Product: [Cl:1][C:2]1[CH:3]=[CH:4][C:5]([O:24][CH3:25])=[C:6]([C:8]2[C:17]([CH2:18][Cl:37])=[C:16]3[C:11]([NH:12][C:13]([CH3:22])([CH3:23])[C:14](=[O:21])[N:15]3[CH3:20])=[CH:10][CH:9]=2)[CH:7]=1. Reactant: [Cl:1][C:2]1[CH:3]=[CH:4][C:5]([O:24][CH3:25])=[C:6]([C:8]2[C:17]([CH2:18]O)=[C:16]3[C:11]([NH:12][C:13]([CH3:23])([CH3:22])[C:14](=[O:21])[N:15]3[CH3:20])=[CH:10][CH:9]=2)[CH:7]=1.C(N(CC)CC)C.CS([Cl:37])(=O)=O.C(OCC)(=O)C.